Dataset: Retrosynthesis with 50K atom-mapped reactions and 10 reaction types from USPTO. Task: Predict the reactants needed to synthesize the given product. (1) Given the product CC(C)(C)OC(=O)N1CCC(CC(=O)O)CC1, predict the reactants needed to synthesize it. The reactants are: CC(C)(C)OC(=O)OC(=O)OC(C)(C)C.O=C(O)CC1CCNCC1. (2) Given the product CC(C)OCCOc1nc(Oc2cc3c(cc2F)B(O)OC3)c(Cl)cc1C#N, predict the reactants needed to synthesize it. The reactants are: CC(C)OCCOc1nc(Cl)c(Cl)cc1C#N.OB1OCc2cc(O)c(F)cc21. (3) Given the product CCOC(=O)c1cc(NC(=S)Nc2c(Cl)cccc2Cl)c(NC)cc1F, predict the reactants needed to synthesize it. The reactants are: CCOC(=O)c1cc(N)c(NC)cc1F.S=C=Nc1c(Cl)cccc1Cl. (4) Given the product O=Cc1cccc(-c2cccc3ccccc23)n1, predict the reactants needed to synthesize it. The reactants are: O=Cc1cccc(Br)n1.OB(O)c1cccc2ccccc12. (5) Given the product CN1CCC(c2ccc(Cl)cc2)c2cc(N3CCOCC3)sc2C1=O, predict the reactants needed to synthesize it. The reactants are: C1COCCN1.CN1CCC(c2ccc(Cl)cc2)c2cc(I)sc2C1=O. (6) Given the product C#Cc1cc2cn[nH]c2c(C(=O)O)c1N, predict the reactants needed to synthesize it. The reactants are: C#Cc1cc2cn[nH]c2c(C(=O)OC)c1N. (7) Given the product O=C(c1ccc(OC(F)(F)F)cc1)c1ccc2cccnc2c1[N+](=O)[O-], predict the reactants needed to synthesize it. The reactants are: O=[N+]([O-])c1c(C(O)c2ccc(OC(F)(F)F)cc2)ccc2cccnc12. (8) Given the product Cc1nc(N)ccc1Oc1ccnc(NC(=O)OC(C)(C)C)c1, predict the reactants needed to synthesize it. The reactants are: Cc1nc([N+](=O)[O-])ccc1Oc1ccnc(NC(=O)OC(C)(C)C)c1.